Binary Classification. Given a miRNA mature sequence and a target amino acid sequence, predict their likelihood of interaction. From a dataset of Experimentally validated miRNA-target interactions with 360,000+ pairs, plus equal number of negative samples. The miRNA is hsa-miR-615-3p with sequence UCCGAGCCUGGGUCUCCCUCUU. The protein sequence of the target gene is MSRPRMRLVVTADDFGYCPRRDEGIVEAFLAGAVTSVSLLVNGAATESAAELARRHSIPTGLHANLSEGRPVGPARRGASSLLGPEGFFLGKMGFREAVAAGDVDLPQVREELEAQLSCFRELLGRAPTHADGHQHVHVLPGVCQVFAEALQAYGVRFTRLPLERGVGGCTWLEAPARAFACAVERDARAAVGPFSRHGLRWTDAFVGLSTCGRHMSAHRVSGALARVLEGTLAGHTLTAELMAHPGYPSVPPTGGCGEGPDAFSCSWERLHELRVLTAPTLRAQLAQDGVQLCALDDLD.... Result: 1 (interaction).